From a dataset of Full USPTO retrosynthesis dataset with 1.9M reactions from patents (1976-2016). Predict the reactants needed to synthesize the given product. (1) Given the product [CH3:1][N:2]1[C:6]([CH2:7][CH2:8][C:9]2[CH:14]=[CH:13][CH:12]=[CH:11][CH:10]=2)=[CH:5][CH:4]=[N:3]1, predict the reactants needed to synthesize it. The reactants are: [CH3:1][N:2]1[C:6]([CH:7]=[CH:8][C:9]2[CH:14]=[CH:13][CH:12]=[CH:11][CH:10]=2)=[CH:5][CH:4]=[N:3]1. (2) Given the product [C:1]([C:3]1[CH:8]=[CH:7][C:6]([CH:9]2[N:14]3[N:15]=[C:16]([CH3:18])[N:17]=[C:13]3[N:12]([C:31]3[CH:30]=[CH:29][CH:28]=[C:27]([C:26]([F:37])([F:36])[F:25])[CH:32]=3)[C:11]([CH3:19])=[C:10]2[C:20]([O:22][CH2:23][CH3:24])=[O:21])=[CH:5][CH:4]=1)#[N:2], predict the reactants needed to synthesize it. The reactants are: [C:1]([C:3]1[CH:8]=[CH:7][C:6]([CH:9]2[N:14]3[N:15]=[C:16]([CH3:18])[N:17]=[C:13]3[NH:12][C:11]([CH3:19])=[C:10]2[C:20]([O:22][CH2:23][CH3:24])=[O:21])=[CH:5][CH:4]=1)#[N:2].[F:25][C:26]([F:37])([F:36])[C:27]1[CH:28]=[C:29](B(O)O)[CH:30]=[CH:31][CH:32]=1.N1C=CC=CC=1.C(N(CC)CC)C.